Dataset: Catalyst prediction with 721,799 reactions and 888 catalyst types from USPTO. Task: Predict which catalyst facilitates the given reaction. (1) Reactant: [Cl:1][C:2]1[CH:3]=[CH:4][C:5]([O:34][CH:35]([F:37])[F:36])=[C:6]([C:8]2[C:12]([NH:13][C:14]([C:16]3[CH:17]=[N:18][N:19]4[CH:24]=[CH:23][CH:22]=[N:21][C:20]=34)=[O:15])=[CH:11][N:10]([CH2:25][C:26](=[O:33])[N:27]3[CH2:32][CH2:31][NH:30][CH2:29][CH2:28]3)[N:9]=2)[CH:7]=1.CCN(C(C)C)C(C)C.Br[CH2:48][C:49]1[CH2:53][O:52][C:51](=[O:54])[CH:50]=1. Product: [Cl:1][C:2]1[CH:3]=[CH:4][C:5]([O:34][CH:35]([F:37])[F:36])=[C:6]([C:8]2[C:12]([NH:13][C:14]([C:16]3[CH:17]=[N:18][N:19]4[CH:24]=[CH:23][CH:22]=[N:21][C:20]=34)=[O:15])=[CH:11][N:10]([CH2:25][C:26](=[O:33])[N:27]3[CH2:28][CH2:29][N:30]([CH2:48][C:49]4[CH2:53][O:52][C:51](=[O:54])[CH:50]=4)[CH2:31][CH2:32]3)[N:9]=2)[CH:7]=1. The catalyst class is: 3. (2) Reactant: Cl.[NH2:2][CH2:3][C:4]([NH:6][CH3:7])=[O:5].[OH-].[Na+].[CH3:10][C:11]([O:14][C:15](O[C:15]([O:14][C:11]([CH3:13])([CH3:12])[CH3:10])=[O:16])=[O:16])([CH3:13])[CH3:12]. Product: [CH3:7][NH:6][C:4]([CH2:3][NH:2][C:15](=[O:16])[O:14][C:11]([CH3:13])([CH3:12])[CH3:10])=[O:5]. The catalyst class is: 20. (3) Reactant: Br[C:2]1[S:3][C:4]([S:17]([N:20]2[CH2:25][CH2:24][CH:23]([OH:26])[CH2:22][CH2:21]2)(=[O:19])=[O:18])=[CH:5][C:6]=1[C:7]1[S:11][C:10]([NH:12][C:13](=[O:15])[CH3:14])=[N:9][C:8]=1[CH3:16].C([Li])CCC. Product: [OH:26][CH:23]1[CH2:22][CH2:21][N:20]([S:17]([C:4]2[S:3][CH:2]=[C:6]([C:7]3[S:11][C:10]([NH:12][C:13](=[O:15])[CH3:14])=[N:9][C:8]=3[CH3:16])[CH:5]=2)(=[O:19])=[O:18])[CH2:25][CH2:24]1. The catalyst class is: 1. (4) Reactant: Cl[C:2]1[C:11]2[C:6](=[CH:7][C:8]([O:14][CH3:15])=[CH:9][C:10]=2[O:12][CH3:13])[N:5]=[CH:4][CH:3]=1.[CH:16]1[C:21]([N+:22]([O-:24])=[O:23])=[CH:20][CH:19]=[C:18]([OH:25])[CH:17]=1. Product: [CH3:13][O:12][C:10]1[CH:9]=[C:8]([O:14][CH3:15])[CH:7]=[C:6]2[C:11]=1[C:2]([O:25][C:18]1[CH:17]=[CH:16][C:21]([N+:22]([O-:24])=[O:23])=[CH:20][CH:19]=1)=[CH:3][CH:4]=[N:5]2. The catalyst class is: 159.